From a dataset of Full USPTO retrosynthesis dataset with 1.9M reactions from patents (1976-2016). Predict the reactants needed to synthesize the given product. (1) Given the product [CH3:12][C:13]1[CH:18]=[C:17]([N+:19]([O-:21])=[O:20])[CH:16]=[CH:15][C:14]=1[N:22]=[C:23]1[N:7]([CH2:8][CH:9]([CH3:11])[CH3:10])[C@@H:3]([CH:4]([CH3:6])[CH3:5])[CH2:2][O:24]1, predict the reactants needed to synthesize it. The reactants are: Cl[CH2:2][C@@H:3]([NH:7][CH2:8][CH:9]([CH3:11])[CH3:10])[CH:4]([CH3:6])[CH3:5].[CH3:12][C:13]1[CH:18]=[C:17]([N+:19]([O-:21])=[O:20])[CH:16]=[CH:15][C:14]=1[N:22]=[C:23]=[O:24]. (2) Given the product [F:14][C:15]1[CH:20]=[CH:19][CH:18]=[CH:17][C:16]=1[C:2]1[C:11]2[C:6](=[CH:7][CH:8]=[CH:9][CH:10]=2)[CH:5]=[CH:4][C:3]=1[O:12][CH3:13], predict the reactants needed to synthesize it. The reactants are: Br[C:2]1[C:11]2[C:6](=[CH:7][CH:8]=[CH:9][CH:10]=2)[CH:5]=[CH:4][C:3]=1[O:12][CH3:13].[F:14][C:15]1[CH:20]=[CH:19][CH:18]=[CH:17][C:16]=1B(O)O.C(O)C.C(=O)([O-])[O-].[Na+].[Na+]. (3) Given the product [OH:33][C:34]1[CH:41]=[CH:40][C:39]([OH:42])=[CH:38][C:35]=1/[CH:36]=[N:1]\[C:2]1[C:7]2=[CH:8][C:9]3[C:10]4[C:15]([C:14](=[O:16])[N:13]([CH2:17][CH2:18][N:19]([CH3:20])[CH3:21])[C:12](=[O:22])[C:11]=4[CH:23]=[CH:24][CH:25]=3)=[C:6]2[CH:5]=[CH:4][CH:3]=1, predict the reactants needed to synthesize it. The reactants are: [NH2:1][C:2]1[C:7]2=[CH:8][C:9]3[C:10]4[C:15]([C:14](=[O:16])[N:13]([CH2:17][CH2:18][N:19]([CH3:21])[CH3:20])[C:12](=[O:22])[C:11]=4[CH:23]=[CH:24][CH:25]=3)=[C:6]2[CH:5]=[CH:4][CH:3]=1.C1(C)C=CC=CC=1.[OH:33][C:34]1[CH:41]=[CH:40][C:39]([OH:42])=[CH:38][C:35]=1[CH:36]=O. (4) Given the product [CH3:13][CH:14]1[CH2:19][CH:18]([N:20]2[C:25](=[O:26])[C:24]([CH2:27][C:28]3[CH:29]=[CH:30][C:31]([C:34]4[CH:39]=[CH:38][CH:37]=[CH:36][C:35]=4[C:40]4[NH:3][C:4](=[O:7])[O:5][N:41]=4)=[CH:32][CH:33]=3)=[C:23]([CH2:42][CH2:43][CH3:44])[N:22]3[N:45]=[CH:46][N:47]=[C:21]23)[CH2:17][CH2:16][O:15]1, predict the reactants needed to synthesize it. The reactants are: [Cl-].O[NH3+:3].[C:4](=[O:7])([O-])[OH:5].[Na+].CS(C)=O.[CH3:13][CH:14]1[CH2:19][CH:18]([N:20]2[C:25](=[O:26])[C:24]([CH2:27][C:28]3[CH:33]=[CH:32][C:31]([C:34]4[C:35]([C:40]#[N:41])=[CH:36][CH:37]=[CH:38][CH:39]=4)=[CH:30][CH:29]=3)=[C:23]([CH2:42][CH2:43][CH3:44])[N:22]3[N:45]=[CH:46][N:47]=[C:21]23)[CH2:17][CH2:16][O:15]1. (5) Given the product [Cl:1][CH2:2][CH2:3][O:4][C:5]1[C:6]([N+:13]([O-:15])=[O:14])=[C:7]([CH2:17][S:18]([C:21]2[C:30]3[C:25](=[CH:26][CH:27]=[CH:28][CH:29]=3)[CH:24]=[CH:23][CH:22]=2)(=[O:19])=[O:20])[CH:8]=[C:9]([O:11][CH3:12])[CH:10]=1, predict the reactants needed to synthesize it. The reactants are: [Cl:1][CH2:2][CH2:3][O:4][C:5]1[CH:10]=[C:9]([O:11][CH3:12])[CH:8]=[CH:7][C:6]=1[N+:13]([O-:15])=[O:14].Cl[CH2:17][S:18]([C:21]1[C:30]2[C:25](=[CH:26][CH:27]=[CH:28][CH:29]=2)[CH:24]=[CH:23][CH:22]=1)(=[O:20])=[O:19].CC(C)([O-])C.[K+].Cl.